This data is from Forward reaction prediction with 1.9M reactions from USPTO patents (1976-2016). The task is: Predict the product of the given reaction. (1) Given the reactants F[P-](F)(F)(F)(F)F.N1(OC(N(C)C)=[N+](C)C)C2N=CC=CC=2N=N1.[NH:25]1[CH2:29][CH2:28][CH2:27][CH2:26]1.C(N(C(C)C)CC)(C)C.[C:39]([O:43][C:44]([NH:46][CH2:47][CH2:48][C:49](O)=[O:50])=[O:45])([CH3:42])([CH3:41])[CH3:40], predict the reaction product. The product is: [O:50]=[C:49]([N:25]1[CH2:29][CH2:28][CH2:27][CH2:26]1)[CH2:48][CH2:47][NH:46][C:44](=[O:45])[O:43][C:39]([CH3:41])([CH3:40])[CH3:42]. (2) Given the reactants [CH2:1]([N:12]([CH2:24][C:25]([OH:27])=[O:26])[CH2:13][CH2:14][N:15]([CH2:20][C:21]([OH:23])=[O:22])[CH2:16][C:17]([OH:19])=[O:18])[CH2:2][N:3]([CH2:8][C:9]([OH:11])=[O:10])[CH2:4][C:5]([OH:7])=[O:6].C(N(CC)CC)C.[BH:35]1[CH:40]2[CH2:41][CH2:42][CH2:43][CH:36]1[CH2:37][CH2:38][CH2:39]2.[NH2:44][C@H:45]([C:51]([OH:53])=[O:52])[CH2:46][CH2:47][CH2:48][CH2:49][NH2:50], predict the reaction product. The product is: [BH:35]1[CH:40]2[CH2:41][CH2:42][CH2:43][CH:36]1[CH2:37][CH2:38][CH2:39]2.[NH2:44][C@H:45]([C:51]([OH:53])=[O:52])[CH2:46][CH2:47][CH2:48][CH2:49][NH2:50].[CH2:13]([N:12]([CH2:24][C:25]([OH:27])=[O:26])[CH2:1][CH2:2][N:3]([CH2:4][C:5]([OH:7])=[O:6])[CH2:8][C:9]([OH:11])=[O:10])[CH2:14][N:15]([CH2:20][C:21]([OH:23])=[O:22])[CH2:16][C:17]([OH:19])=[O:18]. (3) Given the reactants [F:1][C:2]1[CH:3]=[C:4]([C:8]2[CH:16]=[CH:15][CH:14]=[C:13]3[C:9]=2/[C:10](=[CH:18]/[C:19]2[NH:20][C:21]([CH3:27])=[CH:22][C:23]=2[C:24](O)=[O:25])/[C:11](=[O:17])[NH:12]3)[CH:5]=[CH:6][CH:7]=1.[N:28]1([CH2:33][C@@H:34]2[CH2:39][CH2:38]CN[CH2:35]2)[CH2:32][CH2:31][CH2:30][CH2:29]1.C1C=CC2N(O)N=[N:46][C:44]=2C=1.C(Cl)CCl, predict the reaction product. The product is: [F:1][C:2]1[CH:3]=[C:4]([C:8]2[CH:16]=[CH:15][CH:14]=[C:13]3[C:9]=2/[C:10](=[CH:18]/[C:19]2[NH:20][C:21]([CH3:27])=[CH:22][C:23]=2[C:24]([N:46]2[CH2:44][CH2:35][CH:34]([CH2:33][N:28]4[CH2:29][CH2:30][CH2:31][CH2:32]4)[CH2:39][CH2:38]2)=[O:25])/[C:11](=[O:17])[NH:12]3)[CH:5]=[CH:6][CH:7]=1. (4) Given the reactants [CH3:1][O:2][C:3]1[CH:10]=[CH:9][CH:8]=[CH:7][C:4]=1[C:5]#[N:6].[Li+].C[Si]([N-:16][Si](C)(C)C)(C)C, predict the reaction product. The product is: [CH3:1][O:2][C:3]1[CH:10]=[CH:9][CH:8]=[CH:7][C:4]=1[C:5]([NH2:16])=[NH:6].